Dataset: NCI-60 drug combinations with 297,098 pairs across 59 cell lines. Task: Regression. Given two drug SMILES strings and cell line genomic features, predict the synergy score measuring deviation from expected non-interaction effect. (1) Drug 1: CCC1(C2=C(COC1=O)C(=O)N3CC4=CC5=C(C=CC(=C5CN(C)C)O)N=C4C3=C2)O.Cl. Drug 2: CC12CCC3C(C1CCC2OP(=O)(O)O)CCC4=C3C=CC(=C4)OC(=O)N(CCCl)CCCl.[Na+]. Cell line: A549. Synergy scores: CSS=36.9, Synergy_ZIP=-10.7, Synergy_Bliss=-1.77, Synergy_Loewe=-58.3, Synergy_HSA=-0.838. (2) Drug 1: CC1=C(N=C(N=C1N)C(CC(=O)N)NCC(C(=O)N)N)C(=O)NC(C(C2=CN=CN2)OC3C(C(C(C(O3)CO)O)O)OC4C(C(C(C(O4)CO)O)OC(=O)N)O)C(=O)NC(C)C(C(C)C(=O)NC(C(C)O)C(=O)NCCC5=NC(=CS5)C6=NC(=CS6)C(=O)NCCC[S+](C)C)O. Drug 2: CN(C(=O)NC(C=O)C(C(C(CO)O)O)O)N=O. Cell line: NCI-H322M. Synergy scores: CSS=-1.85, Synergy_ZIP=2.45, Synergy_Bliss=3.80, Synergy_Loewe=1.67, Synergy_HSA=0.440. (3) Drug 1: CS(=O)(=O)CCNCC1=CC=C(O1)C2=CC3=C(C=C2)N=CN=C3NC4=CC(=C(C=C4)OCC5=CC(=CC=C5)F)Cl. Drug 2: C1CN(CCN1C(=O)CCBr)C(=O)CCBr. Cell line: OVCAR-5. Synergy scores: CSS=27.4, Synergy_ZIP=-4.68, Synergy_Bliss=-1.04, Synergy_Loewe=3.39, Synergy_HSA=4.09. (4) Synergy scores: CSS=73.4, Synergy_ZIP=-1.12, Synergy_Bliss=0.331, Synergy_Loewe=-2.26, Synergy_HSA=2.35. Drug 2: N.N.Cl[Pt+2]Cl. Drug 1: CC=C1C(=O)NC(C(=O)OC2CC(=O)NC(C(=O)NC(CSSCCC=C2)C(=O)N1)C(C)C)C(C)C. Cell line: NCI-H522. (5) Drug 1: CC=C1C(=O)NC(C(=O)OC2CC(=O)NC(C(=O)NC(CSSCCC=C2)C(=O)N1)C(C)C)C(C)C. Drug 2: C#CCC(CC1=CN=C2C(=N1)C(=NC(=N2)N)N)C3=CC=C(C=C3)C(=O)NC(CCC(=O)O)C(=O)O. Cell line: HCC-2998. Synergy scores: CSS=36.7, Synergy_ZIP=2.93, Synergy_Bliss=0.214, Synergy_Loewe=-3.36, Synergy_HSA=-1.55.